This data is from Full USPTO retrosynthesis dataset with 1.9M reactions from patents (1976-2016). The task is: Predict the reactants needed to synthesize the given product. (1) Given the product [CH3:1][O:2][CH:3]1[CH:7]([C:8]2[CH:13]=[CH:12][C:11]([C:14]3[N:15]=[CH:16][CH:17]=[CH:18][N:19]=3)=[CH:10][CH:9]=2)[CH2:6][CH:5]([O:20][CH3:21])[O:4]1, predict the reactants needed to synthesize it. The reactants are: [CH3:1][O:2][CH:3]1[C:7]([C:8]2[CH:13]=[CH:12][C:11]([C:14]3[N:19]=[CH:18][CH:17]=[CH:16][N:15]=3)=[CH:10][CH:9]=2)=[CH:6][CH:5]([O:20][CH3:21])[O:4]1.C([O-])=O.[NH4+]. (2) Given the product [C:16]([O:15][C:13]([N:9]1[CH2:10][CH2:11][CH2:12][C@H:8]1[C:4]1[NH:5][CH:6]=[C:2]([I:1])[N:3]=1)=[O:14])([CH3:19])([CH3:17])[CH3:18], predict the reactants needed to synthesize it. The reactants are: [I:1][C:2]1[N:3]=[C:4]([C@@H:8]2[CH2:12][CH2:11][CH2:10][N:9]2[C:13]([O:15][C:16]([CH3:19])([CH3:18])[CH3:17])=[O:14])[NH:5][C:6]=1I.[O-]S([O-])=O.[Na+].[Na+].